This data is from Forward reaction prediction with 1.9M reactions from USPTO patents (1976-2016). The task is: Predict the product of the given reaction. (1) The product is: [CH:1]([CH:4]1[C:12]2[C:7](=[CH:8][CH:9]=[C:10]([NH:13][C:18](=[O:20])[CH3:19])[CH:11]=2)[N:6]([CH3:16])[C:5]1=[O:17])([CH3:3])[CH3:2]. Given the reactants [CH:1]([CH:4]1[C:12]2[C:7](=[CH:8][CH:9]=[C:10]([N+:13]([O-])=O)[CH:11]=2)[N:6]([CH3:16])[C:5]1=[O:17])([CH3:3])[CH3:2].[C:18](O)(=[O:20])[CH3:19], predict the reaction product. (2) Given the reactants C(OC(=O)[NH:7][C:8]1[CH:13]=[C:12]([CH3:14])[C:11]([C:15]([F:18])([F:17])[F:16])=[CH:10][C:9]=1[NH:19][C:20](=[O:41])[CH2:21][C:22]([C:24]1[CH:29]=[CH:28][CH:27]=[C:26]([C:30]2[CH:35]=[CH:34][N:33]=[C:32]([CH:36]3[CH2:40][CH2:39][CH2:38][CH2:37]3)[CH:31]=2)[CH:25]=1)=O)(C)(C)C.C(O)(C(F)(F)F)=O, predict the reaction product. The product is: [CH:36]1([C:32]2[CH:31]=[C:30]([C:26]3[CH:25]=[C:24]([C:22]4[CH2:21][C:20](=[O:41])[NH:19][C:9]5[CH:10]=[C:11]([C:15]([F:16])([F:18])[F:17])[C:12]([CH3:14])=[CH:13][C:8]=5[N:7]=4)[CH:29]=[CH:28][CH:27]=3)[CH:35]=[CH:34][N:33]=2)[CH2:37][CH2:38][CH2:39][CH2:40]1. (3) Given the reactants [OH-].[K+].C([O:5][C:6]([C:8]1[C:9]2[N:10]([N:16]=[C:17]([C:20]([F:23])([F:22])[F:21])[C:18]=2[Cl:19])[C:11]([O:14][CH3:15])=[CH:12][CH:13]=1)=[O:7])C, predict the reaction product. The product is: [Cl:19][C:18]1[C:17]([C:20]([F:22])([F:21])[F:23])=[N:16][N:10]2[C:11]([O:14][CH3:15])=[CH:12][CH:13]=[C:8]([C:6]([OH:7])=[O:5])[C:9]=12. (4) Given the reactants [CH3:1][S:2]([C:5]1[CH:10]=[CH:9][C:8]([C:11]2[N:16]=[CH:15][C:14]([C:17]3[O:18][C:19]([CH3:26])=[C:20]([CH2:22][C:23]([O-])=[O:24])[N:21]=3)=[CH:13][CH:12]=2)=[CH:7][CH:6]=1)(=[O:4])=[O:3].[Na+].[C:28](Cl)(=O)C(Cl)=O.CN(C)C=O.C[N:40]1[CH2:45][CH2:44]O[CH2:42][CH2:41]1, predict the reaction product. The product is: [CH3:1][S:2]([C:5]1[CH:10]=[CH:9][C:8]([C:11]2[N:16]=[CH:15][C:14]([C:17]3[O:18][C:19]([CH3:26])=[C:20]([CH2:22][C:23]([N:40]4[CH2:41][CH2:42][CH2:28][C@H:45]4[CH3:44])=[O:24])[N:21]=3)=[CH:13][CH:12]=2)=[CH:7][CH:6]=1)(=[O:3])=[O:4].